Predict the reactants needed to synthesize the given product. From a dataset of Full USPTO retrosynthesis dataset with 1.9M reactions from patents (1976-2016). (1) The reactants are: [CH:1]1([C:4]([N:6]2[CH2:10][CH2:9][C@@H:8]([CH2:11][N:12]3[C:16]4[CH:17]=[CH:18][C:19]([C:21]([F:24])([F:23])[F:22])=[CH:20][C:15]=4[N:14]=[C:13]3[C:25]3[CH:30]=[CH:29][C:28](B4OC(C)(C)C(C)(C)O4)=[CH:27][CH:26]=3)[CH2:7]2)=[O:5])[CH2:3][CH2:2]1.Cl[C:41]1[N:46]=[C:45]2[NH:47][N:48]=[CH:49][C:44]2=[CH:43][CH:42]=1.C(=O)([O-])[O-].[K+].[K+]. Given the product [CH:1]1([C:4]([N:6]2[CH2:10][CH2:9][C@@H:8]([CH2:11][N:12]3[C:16]4[CH:17]=[CH:18][C:19]([C:21]([F:24])([F:23])[F:22])=[CH:20][C:15]=4[N:14]=[C:13]3[C:25]3[CH:30]=[CH:29][C:28]([C:41]4[N:46]=[C:45]5[NH:47][N:48]=[CH:49][C:44]5=[CH:43][CH:42]=4)=[CH:27][CH:26]=3)[CH2:7]2)=[O:5])[CH2:3][CH2:2]1, predict the reactants needed to synthesize it. (2) The reactants are: C(=[C:8]1[C:17]2[N:16]=[CH:15][CH:14]=[CH:13][C:12]=2[CH2:11][CH2:10][CH2:9]1)C1C=CC=CC=1.[O:18]=[O+][O-]. Given the product [N:16]1[C:17]2[C:8](=[O:18])[CH2:9][CH2:10][CH2:11][C:12]=2[CH:13]=[CH:14][CH:15]=1, predict the reactants needed to synthesize it. (3) Given the product [CH2:6]([O:5][C:3](=[O:4])/[CH:2]=[CH:8]/[C:9]1[CH:18]=[CH:17][C:12]([C:13]([O:15][CH3:16])=[O:14])=[CH:11][N:10]=1)[CH3:7], predict the reactants needed to synthesize it. The reactants are: O=[CH:2][C:3]([O:5][CH2:6][CH3:7])=[O:4].[CH3:8][C:9]1[CH:18]=[CH:17][C:12]([C:13]([O:15][CH3:16])=[O:14])=[CH:11][N:10]=1. (4) Given the product [Br:5][C:6]1[CH:7]=[CH:8][C:9]([OH:12])=[C:10]([C:16](=[O:17])[CH2:15][Cl:14])[CH:11]=1, predict the reactants needed to synthesize it. The reactants are: [Cl-].[Cl-].[Cl-].[Al+3].[Br:5][C:6]1[CH:11]=[CH:10][C:9]([O:12]C)=[CH:8][CH:7]=1.[Cl:14][CH2:15][C:16](Cl)=[O:17]. (5) Given the product [N:1]([C:2]1[CH:3]=[C:4]([NH:8][C:9](=[O:16])[CH2:10][N:11]([CH2:14][CH3:15])[CH2:12][CH3:13])[CH:5]=[CH:6][CH:7]=1)=[N+:18]=[N-:19], predict the reactants needed to synthesize it. The reactants are: [NH2:1][C:2]1[CH:3]=[C:4]([NH:8][C:9](=[O:16])[CH2:10][N:11]([CH2:14][CH3:15])[CH2:12][CH3:13])[CH:5]=[CH:6][CH:7]=1.Cl.[N-:18]=[N+:19]=[N-].[Na+].C([O-])(O)=O.[Na+]. (6) Given the product [O:15]1[C:14]2[CH:16]=[CH:17][CH:18]=[CH:19][C:13]=2[CH:20]=[CH:12][NH:10]1, predict the reactants needed to synthesize it. The reactants are: CN(C(N=NC([N:10]([CH3:12])C)=O)=O)C.[C:13]12(CS(O)(=O)=O)[C:20](C)(C)[CH:17]([CH2:18][CH2:19]1)[CH2:16][C:14]2=[O:15].O1CCCOO1.